This data is from Catalyst prediction with 721,799 reactions and 888 catalyst types from USPTO. The task is: Predict which catalyst facilitates the given reaction. (1) Reactant: C([O:5][C:6](=[O:19])[C:7]([S:10][C:11]1[S:12][CH:13]=[C:14]([CH2:16][CH2:17][OH:18])[N:15]=1)([CH3:9])[CH3:8])(C)(C)C.[Cl:20][C:21]1[CH:26]=[CH:25][C:24](O)=[CH:23][N:22]=1.[F:28][C:29]1[CH:34]=[CH:33][C:32](OB(O)O)=[CH:31][CH:30]=1.Cl.C(OCC)(=O)C. Product: [ClH:20].[F:28][C:29]1[CH:34]=[CH:33][C:32]([C:21]2[N:22]=[CH:23][C:24]([O:18][CH2:17][CH2:16][C:14]3[N:15]=[C:11]([S:10][C:7]([CH3:8])([CH3:9])[C:6]([OH:5])=[O:19])[S:12][CH:13]=3)=[CH:25][CH:26]=2)=[CH:31][CH:30]=1. The catalyst class is: 27. (2) Reactant: [C:1]1([C:26]2[CH:31]=[CH:30][CH:29]=[CH:28][CH:27]=2)[CH:6]=[CH:5][CH:4]=[C:3]([C:7]2[O:8][C:9]([CH3:25])=[C:10]([CH2:12][CH2:13][O:14]S(C3C=CC(C)=CC=3)(=O)=O)[N:11]=2)[CH:2]=1.C([O:34][C:35](=[O:57])[C:36]([CH3:56])([O:45][C:46]1[CH:51]=[CH:50][C:49]([C:52]([CH3:55])([CH3:54])[CH3:53])=[CH:48][CH:47]=1)[CH2:37][C:38]1[CH:43]=[CH:42][C:41](O)=[CH:40][CH:39]=1)C. Product: [C:1]1([C:26]2[CH:27]=[CH:28][CH:29]=[CH:30][CH:31]=2)[CH:6]=[CH:5][CH:4]=[C:3]([C:7]2[O:8][C:9]([CH3:25])=[C:10]([CH2:12][CH2:13][O:14][C:41]3[CH:40]=[CH:39][C:38]([CH2:37][C:36]([CH3:56])([O:45][C:46]4[CH:51]=[CH:50][C:49]([C:52]([CH3:55])([CH3:54])[CH3:53])=[CH:48][CH:47]=4)[C:35]([OH:57])=[O:34])=[CH:43][CH:42]=3)[N:11]=2)[CH:2]=1. The catalyst class is: 8.